The task is: Regression. Given a peptide amino acid sequence and an MHC pseudo amino acid sequence, predict their binding affinity value. This is MHC class II binding data.. This data is from Peptide-MHC class II binding affinity with 134,281 pairs from IEDB. (1) The peptide sequence is ATAANAAPANDKFTV. The MHC is DRB1_1302 with pseudo-sequence DRB1_1302. The binding affinity (normalized) is 0.187. (2) The peptide sequence is QEDWKSDPSQGGGIK. The MHC is DRB1_1302 with pseudo-sequence DRB1_1302. The binding affinity (normalized) is 0.144. (3) The peptide sequence is EDLVRAYHAMSSTHE. The MHC is HLA-DQA10501-DQB10201 with pseudo-sequence HLA-DQA10501-DQB10201. The binding affinity (normalized) is 0.558. (4) The peptide sequence is LTKKGNVWEVKSSKP. The MHC is HLA-DQA10104-DQB10503 with pseudo-sequence HLA-DQA10104-DQB10503. The binding affinity (normalized) is 0.151. (5) The peptide sequence is VNMVRRGVRSLSNKIHHHHHH. The MHC is DRB3_0301 with pseudo-sequence DRB3_0301. The binding affinity (normalized) is 0.834. (6) The peptide sequence is NPTDTGHGTVVMQVK. The MHC is DRB1_0701 with pseudo-sequence DRB1_0701. The binding affinity (normalized) is 0.116. (7) The peptide sequence is KVAATAANAAPANDKFTVFE. The MHC is DRB1_1101 with pseudo-sequence DRB1_1101. The binding affinity (normalized) is 0.175. (8) The peptide sequence is SINYRTEIDKPCQHH. The MHC is DRB1_0405 with pseudo-sequence DRB1_0405. The binding affinity (normalized) is 0.328. (9) The peptide sequence is EFQVVNPHLLRVLTE. The MHC is HLA-DQA10501-DQB10301 with pseudo-sequence HLA-DQA10501-DQB10301. The binding affinity (normalized) is 0.295.